From a dataset of CYP3A4 inhibition data for predicting drug metabolism from PubChem BioAssay. Regression/Classification. Given a drug SMILES string, predict its absorption, distribution, metabolism, or excretion properties. Task type varies by dataset: regression for continuous measurements (e.g., permeability, clearance, half-life) or binary classification for categorical outcomes (e.g., BBB penetration, CYP inhibition). Dataset: cyp3a4_veith. The molecule is CC(C)(C)C(=O)NC(=C(Cl)Cl)P(=O)(O)O. The result is 0 (non-inhibitor).